The task is: Predict the reaction yield, written as a fraction of the theoretical maximum amount of product (1.0 means a 100% yield; for example, 0.34 means a 34% yield).. This data is from Reaction yield outcomes from USPTO patents with 853,638 reactions. (1) The reactants are Br.[Cl:2][C:3]1[CH:8]=[C:7]([C:9]2[CH:14]=[N:13][CH:12]=[C:11]([CH3:15])[N:10]=2)[CH:6]=[CH:5][C:4]=1[C:16]1[C:28](=[O:29])[N:27]([CH2:30][C:31]2([OH:47])[CH2:36][CH2:35][N:34](C(OCC3C=CC=CC=3)=O)[CH2:33][CH2:32]2)[C:19]2[N:20]=[C:21]([NH:24][CH2:25][CH3:26])[N:22]=[CH:23][C:18]=2[CH:17]=1.N. The catalyst is C(Cl)Cl. The product is [Cl:2][C:3]1[CH:8]=[C:7]([C:9]2[CH:14]=[N:13][CH:12]=[C:11]([CH3:15])[N:10]=2)[CH:6]=[CH:5][C:4]=1[C:16]1[C:28](=[O:29])[N:27]([CH2:30][C:31]2([OH:47])[CH2:36][CH2:35][NH:34][CH2:33][CH2:32]2)[C:19]2[N:20]=[C:21]([NH:24][CH2:25][CH3:26])[N:22]=[CH:23][C:18]=2[CH:17]=1. The yield is 0.100. (2) The reactants are C(N(CC)CC)C.[CH3:8][S:9](Cl)(=[O:11])=[O:10].[O:13]([CH2:20][C:21]1([CH2:25][OH:26])[CH2:24][CH2:23][CH2:22]1)[C:14]1[CH:19]=[CH:18][CH:17]=[CH:16][CH:15]=1. The catalyst is ClCCl. The product is [CH3:8][S:9]([O:26][CH2:25][C:21]1([CH2:20][O:13][C:14]2[CH:19]=[CH:18][CH:17]=[CH:16][CH:15]=2)[CH2:24][CH2:23][CH2:22]1)(=[O:11])=[O:10]. The yield is 0.950. (3) The reactants are [CH2:1]([O:8][C:9]1[C:13]([O:14][CH2:15][C:16]2[CH:21]=[CH:20][CH:19]=[CH:18][CH:17]=2)=[C:12]([C:22](=[O:26])[N:23]([CH3:25])[CH3:24])[N:11]([C:27]2[CH:32]=[CH:31][C:30]([O:33]CC3C=CC(OC)=CC=3)=[CH:29][CH:28]=2)[C:10]=1[C:43]([O:45][CH2:46][CH3:47])=[O:44])[C:2]1[CH:7]=[CH:6][CH:5]=[CH:4][CH:3]=1.COC1C=CC(COC2C=CC(N)=CC=2)=CC=1. The catalyst is CC(O)=O. The product is [CH2:1]([O:8][C:9]1[C:13]([O:14][CH2:15][C:16]2[CH:21]=[CH:20][CH:19]=[CH:18][CH:17]=2)=[C:12]([C:22](=[O:26])[N:23]([CH3:25])[CH3:24])[N:11]([C:27]2[CH:32]=[CH:31][C:30]([OH:33])=[CH:29][CH:28]=2)[C:10]=1[C:43]([O:45][CH2:46][CH3:47])=[O:44])[C:2]1[CH:7]=[CH:6][CH:5]=[CH:4][CH:3]=1. The yield is 0.910. (4) The reactants are [CH3:1][O:2][C:3]1[CH:4]=[C:5]([CH:10]=[CH:11][C:12]=1[O:13][CH2:14][C:15]([O:18][CH3:19])([CH3:17])[CH3:16])[C:6]([O:8]C)=[O:7].[OH-].[Na+]. The catalyst is O1CCOCC1. The product is [CH3:1][O:2][C:3]1[CH:4]=[C:5]([CH:10]=[CH:11][C:12]=1[O:13][CH2:14][C:15]([O:18][CH3:19])([CH3:16])[CH3:17])[C:6]([OH:8])=[O:7]. The yield is 0.770. (5) The reactants are [CH3:1][O:2][C:3](=[O:14])[CH2:4][C:5]1[CH:10]=[CH:9][C:8]([N+:11]([O-:13])=[O:12])=[CH:7][CH:6]=1.[CH2:15]1OCCOCCOCCOCCOCCOC1.CI.[H-].[Na+]. The catalyst is CN(C=O)C. The product is [N+:11]([C:8]1[CH:7]=[CH:6][C:5]([CH:4]([CH3:15])[C:3]([O:2][CH3:1])=[O:14])=[CH:10][CH:9]=1)([O-:13])=[O:12]. The yield is 0.700.